This data is from NCI-60 drug combinations with 297,098 pairs across 59 cell lines. The task is: Regression. Given two drug SMILES strings and cell line genomic features, predict the synergy score measuring deviation from expected non-interaction effect. (1) Drug 1: CC1=C(C=C(C=C1)C(=O)NC2=CC(=CC(=C2)C(F)(F)F)N3C=C(N=C3)C)NC4=NC=CC(=N4)C5=CN=CC=C5. Drug 2: CNC(=O)C1=NC=CC(=C1)OC2=CC=C(C=C2)NC(=O)NC3=CC(=C(C=C3)Cl)C(F)(F)F. Cell line: HCC-2998. Synergy scores: CSS=1.46, Synergy_ZIP=3.03, Synergy_Bliss=2.73, Synergy_Loewe=2.06, Synergy_HSA=-2.19. (2) Drug 1: COC1=CC(=CC(=C1O)OC)C2C3C(COC3=O)C(C4=CC5=C(C=C24)OCO5)OC6C(C(C7C(O6)COC(O7)C8=CC=CS8)O)O. Drug 2: CCC1(C2=C(COC1=O)C(=O)N3CC4=CC5=C(C=CC(=C5CN(C)C)O)N=C4C3=C2)O.Cl. Cell line: UO-31. Synergy scores: CSS=18.5, Synergy_ZIP=-6.39, Synergy_Bliss=-2.26, Synergy_Loewe=-10.0, Synergy_HSA=1.16.